From a dataset of Reaction yield outcomes from USPTO patents with 853,638 reactions. Predict the reaction yield, written as a fraction of the theoretical maximum amount of product (1.0 means a 100% yield; for example, 0.34 means a 34% yield). (1) The reactants are Cl[C:2]1[C:3]([C:10]([O:12][CH3:13])=[O:11])=[N:4][N:5]([CH3:9])[C:6](=[O:8])[CH:7]=1.[F:14][C:15]1[CH:21]=[CH:20][CH:19]=[CH:18][C:16]=1[NH2:17]. No catalyst specified. The product is [F:14][C:15]1[CH:21]=[CH:20][CH:19]=[CH:18][C:16]=1[NH:17][C:2]1[C:3]([C:10]([O:12][CH3:13])=[O:11])=[N:4][N:5]([CH3:9])[C:6](=[O:8])[CH:7]=1. The yield is 0.610. (2) The reactants are [CH2:1]([O:8][C:9]([NH:11]/[C:12](=[CH:17]\[C:18]1[CH:23]=[CH:22][CH:21]=[CH:20][CH:19]=1)/[C:13]([O:15][CH3:16])=[O:14])=[O:10])[C:2]1[CH:7]=[CH:6][CH:5]=[CH:4][CH:3]=1.[Cl:24][C:25]1[CH:30]=[CH:29][C:28]([SH:31])=[C:27]([NH2:32])[CH:26]=1. The catalyst is C(OCC)(=O)C. The product is [NH2:32][C:27]1[CH:26]=[C:25]([Cl:24])[CH:30]=[CH:29][C:28]=1[S:31][CH:17]([C:18]1[CH:19]=[CH:20][CH:21]=[CH:22][CH:23]=1)[C@@H:12]([C:13]([O:15][CH3:16])=[O:14])[NH:11][C:9]([O:8][CH2:1][C:2]1[CH:3]=[CH:4][CH:5]=[CH:6][CH:7]=1)=[O:10]. The yield is 0.280. (3) The reactants are [CH3:1][O:2][C:3]1[CH:4]=[C:5]2[C:10](=[CH:11][C:12]=1[N+:13]([O-])=O)[CH2:9][N:8]([C:16](=[O:25])[CH2:17][CH2:18][N:19]1[CH2:24][CH2:23][O:22][CH2:21][CH2:20]1)[CH2:7][CH2:6]2.O.O.[Sn](Cl)Cl.Cl.C(=O)(O)[O-].[Na+]. The catalyst is CN(C)C=O.C(O)C. The product is [CH3:1][O:2][C:3]1[CH:4]=[C:5]2[C:10](=[CH:11][C:12]=1[NH2:13])[CH2:9][N:8]([C:16](=[O:25])[CH2:17][CH2:18][N:19]1[CH2:20][CH2:21][O:22][CH2:23][CH2:24]1)[CH2:7][CH2:6]2. The yield is 0.680.